From a dataset of Reaction yield outcomes from USPTO patents with 853,638 reactions. Predict the reaction yield, written as a fraction of the theoretical maximum amount of product (1.0 means a 100% yield; for example, 0.34 means a 34% yield). The reactants are C(O[BH-](OC(=O)C)OC(=O)C)(=O)C.[Na+].[NH2:15][C@H:16]([CH2:24][CH3:25])[C:17]([N:19]1[CH2:23][CH2:22][CH2:21][CH2:20]1)=[O:18].[CH:26]([C:28]1[CH:33]=[CH:32][N:31]=[C:30]2[N:34]([C:41]([O:43][C:44]([CH3:47])([CH3:46])[CH3:45])=[O:42])[CH:35]=[C:36]([C:37]([O:39][CH3:40])=[O:38])[C:29]=12)=O. The catalyst is ClCCCl.C(O)(=O)C. The product is [O:18]=[C:17]([N:19]1[CH2:23][CH2:22][CH2:21][CH2:20]1)[C@H:16]([NH:15][CH2:26][C:28]1[CH:33]=[CH:32][N:31]=[C:30]2[N:34]([C:41]([O:43][C:44]([CH3:47])([CH3:46])[CH3:45])=[O:42])[CH:35]=[C:36]([C:37]([O:39][CH3:40])=[O:38])[C:29]=12)[CH2:24][CH3:25]. The yield is 0.930.